From a dataset of Forward reaction prediction with 1.9M reactions from USPTO patents (1976-2016). Predict the product of the given reaction. The product is: [OH:1][C:2]1[CH:15]=[C:14]([O:16][CH3:17])[CH:13]=[CH:12][C:3]=1[C:4]([C:6]1[CH:11]=[CH:10][CH:9]=[CH:8][C:7]=1[OH:18])=[O:5]. Given the reactants [OH:1][C:2]1[CH:15]=[C:14]([O:16][CH3:17])[CH:13]=[CH:12][C:3]=1[C:4]([C:6]1[CH:11]=[CH:10][CH:9]=[CH:8][CH:7]=1)=[O:5].[OH:18]C1C(C(=O)C2C=CC=CC=2)=CC(S(O)(=O)=O)=C(OC)C=1, predict the reaction product.